Task: Predict the reactants needed to synthesize the given product.. Dataset: Full USPTO retrosynthesis dataset with 1.9M reactions from patents (1976-2016) (1) Given the product [OH:22][CH2:23][C@@H:24]1[O:28][C:27]([C:29]2[NH:33][C:32]([C:34]3[CH:35]=[C:36]([CH:37]=[C:38]([O:40][C@@H:41]([CH3:45])[CH2:42][O:43][CH3:44])[CH:39]=3)[O:46][C:2]3[CH:3]=[CH:4][C:5]([S:8]([N:11]([CH2:13][C:14]4[CH:19]=[CH:18][C:17]([O:20][CH3:21])=[CH:16][CH:15]=4)[CH3:12])(=[O:10])=[O:9])=[N:6][CH:7]=3)=[CH:31][CH:30]=2)=[N:26][CH2:25]1, predict the reactants needed to synthesize it. The reactants are: Cl[C:2]1[CH:3]=[CH:4][C:5]([S:8]([N:11]([CH2:13][C:14]2[CH:19]=[CH:18][C:17]([O:20][CH3:21])=[CH:16][CH:15]=2)[CH3:12])(=[O:10])=[O:9])=[N:6][CH:7]=1.[OH:22][CH2:23][C@@H:24]1[O:28][C:27]([C:29]2[NH:33][C:32]([C:34]3[CH:35]=[C:36]([OH:46])[CH:37]=[C:38]([O:40][C@@H:41]([CH3:45])[CH2:42][O:43][CH3:44])[CH:39]=3)=[CH:31][CH:30]=2)=[N:26][CH2:25]1.C(=O)([O-])[O-].[K+].[K+].O. (2) Given the product [O:31]1[CH2:32][CH2:33][N:28]([CH2:2][C:3]2[N:4]=[C:5]([NH:8][C:9](=[O:15])[O:10][C:11]([CH3:14])([CH3:13])[CH3:12])[S:6][CH:7]=2)[CH2:29][CH2:30]1, predict the reactants needed to synthesize it. The reactants are: O[CH2:2][C:3]1[N:4]=[C:5]([NH:8][C:9](=[O:15])[O:10][C:11]([CH3:14])([CH3:13])[CH3:12])[S:6][CH:7]=1.CCN(CC)CC.CS(Cl)(=O)=O.[NH:28]1[CH2:33][CH2:32][O:31][CH2:30][CH2:29]1. (3) Given the product [CH2:16]1[C@H:25]2[C@H:20]([CH2:21][CH2:22][C:23]3[CH:29]=[CH:28][CH:27]=[CH:26][C:24]=32)[N:19]([C:11]([C:8]2[CH:9]=[C:10]3[C:5](=[CH:6][CH:7]=2)[NH:4][C:3](=[O:14])[C:2]3([CH3:1])[CH3:15])=[O:13])[CH2:18][CH2:17]1, predict the reactants needed to synthesize it. The reactants are: [CH3:1][C:2]1([CH3:15])[C:10]2[C:5](=[CH:6][CH:7]=[C:8]([C:11]([OH:13])=O)[CH:9]=2)[NH:4][C:3]1=[O:14].[CH2:16]1[C@H:25]2[C@H:20]([CH2:21][CH2:22][C:23]3[CH:29]=[CH:28][CH:27]=[CH:26][C:24]=32)[NH:19][CH2:18][CH2:17]1.F[P-](F)(F)(F)(F)F.N1(OC(N(C)C)=[N+](C)C)C2N=CC=CC=2N=N1. (4) Given the product [CH2:1]([C:3]1([C:14]2[CH:19]=[CH:18][CH:17]=[C:16]([OH:20])[CH:15]=2)[CH2:9][CH2:8][CH2:7][CH2:6][N:5]([CH2:10][CH2:11][OH:12])[C:4]1=[O:13])[CH3:2], predict the reactants needed to synthesize it. The reactants are: [CH2:1]([C:3]1([C:14]2[CH:19]=[CH:18][CH:17]=[C:16]([O:20]CC3C=CC=CC=3)[CH:15]=2)[CH2:9][CH2:8][CH2:7][CH2:6][N:5]([CH2:10][CH2:11][OH:12])[C:4]1=[O:13])[CH3:2]. (5) Given the product [CH3:8][C@@H:9]1[CH2:14][CH:13]([NH:7][C:5]2[NH:4][N:3]=[C:2]([CH3:1])[N:6]=2)[CH2:12][C@H:11]([CH3:16])[O:10]1, predict the reactants needed to synthesize it. The reactants are: [CH3:1][C:2]1[N:6]=[C:5]([NH2:7])[NH:4][N:3]=1.[CH3:8][C@@H:9]1[CH2:14][C:13](=O)[CH2:12][C@H:11]([CH3:16])[O:10]1.C(O[BH-](OC(=O)C)OC(=O)C)(=O)C.[Na+]. (6) Given the product [CH2:8]([C:4]1[C:3]([C:10]#[C:11][C:12]2[CH:13]=[CH:14][C:15]([NH2:18])=[N:16][CH:17]=2)=[C:2]([C:24]2[CH:23]=[N:22][C:21]([C:20]([F:31])([F:30])[F:19])=[CH:26][CH:25]=2)[CH:7]=[CH:6][N:5]=1)[CH3:9], predict the reactants needed to synthesize it. The reactants are: Cl[C:2]1[CH:7]=[CH:6][N:5]=[C:4]([CH2:8][CH3:9])[C:3]=1[C:10]#[C:11][C:12]1[CH:13]=[CH:14][C:15]([NH2:18])=[N:16][CH:17]=1.[F:19][C:20]([F:31])([F:30])[C:21]1[CH:26]=[CH:25][C:24](B(O)O)=[CH:23][N:22]=1.C([O-])([O-])=O.[K+].[K+].